Dataset: Forward reaction prediction with 1.9M reactions from USPTO patents (1976-2016). Task: Predict the product of the given reaction. (1) Given the reactants Br[C:2]1[S:6][C:5]2[C:7]([Br:13])=[C:8]([O:11][CH3:12])[CH:9]=[CH:10][C:4]=2[CH:3]=1.[Li]CCCC.[S:19](=[O:21])=[O:20].[Cl:22]N1C(=O)CCC1=O, predict the reaction product. The product is: [Br:13][C:7]1[C:5]2[S:6][C:2]([S:19]([Cl:22])(=[O:21])=[O:20])=[CH:3][C:4]=2[CH:10]=[CH:9][C:8]=1[O:11][CH3:12]. (2) Given the reactants [CH3:1][NH:2][C@@H:3]1[C:8]2[CH:9]=[CH:10][CH:11]=[CH:12][C:7]=2[C@H:6]([C:13]2[CH:14]=[CH:15][C:16]([Cl:20])=[C:17]([Cl:19])[CH:18]=2)[CH2:5][CH2:4]1.O.[ClH:22], predict the reaction product. The product is: [CH3:1][NH:2][C@@H:3]1[C:8]2[CH:9]=[CH:10][CH:11]=[CH:12][C:7]=2[C@H:6]([C:13]2[CH:14]=[CH:15][C:16]([Cl:20])=[C:17]([Cl:19])[CH:18]=2)[CH2:5][CH2:4]1.[ClH:22]. (3) Given the reactants [C:1]([NH:5][S:6]([C:9]1[C:18]2[C:13](=[CH:14][CH:15]=[CH:16][CH:17]=2)[C:12]([C:19]2[N:20]([CH2:28][CH:29]3[CH2:34][CH2:33][CH2:32][CH2:31][CH2:30]3)[C:21]([CH3:27])=[C:22]([C:24]([OH:26])=O)[N:23]=2)=[CH:11][CH:10]=1)(=[O:8])=[O:7])([CH3:4])([CH3:3])[CH3:2].[NH2:35][CH:36]1[CH2:41][CH2:40][S:39](=[O:43])(=[O:42])[CH2:38][CH2:37]1.CN(C(ON1N=NC2C=CC=NC1=2)=[N+](C)C)C.F[P-](F)(F)(F)(F)F.CCN(C(C)C)C(C)C, predict the reaction product. The product is: [C:1]([NH:5][S:6]([C:9]1[C:18]2[C:13](=[CH:14][CH:15]=[CH:16][CH:17]=2)[C:12]([C:19]2[N:20]([CH2:28][CH:29]3[CH2:34][CH2:33][CH2:32][CH2:31][CH2:30]3)[C:21]([CH3:27])=[C:22]([C:24]([NH:35][CH:36]3[CH2:41][CH2:40][S:39](=[O:43])(=[O:42])[CH2:38][CH2:37]3)=[O:26])[N:23]=2)=[CH:11][CH:10]=1)(=[O:8])=[O:7])([CH3:4])([CH3:2])[CH3:3]. (4) The product is: [CH3:29][C:28]([CH3:31])([CH3:30])[C:27]([O:17][CH2:16][C:13]1[CH:12]=[C:11]([C:18]([OH:20])=[O:19])[C:10]([C:3]2[CH:4]=[C:5]([O:8][CH3:9])[CH:6]=[CH:7][C:2]=2[F:1])=[CH:15][CH:14]=1)=[O:32]. Given the reactants [F:1][C:2]1[CH:7]=[CH:6][C:5]([O:8][CH3:9])=[CH:4][C:3]=1[C:10]1[C:11]([C:18]([OH:20])=[O:19])=[CH:12][C:13]([CH2:16][OH:17])=[CH:14][CH:15]=1.N1C=CC=CC=1.[C:27](Cl)(=[O:32])[C:28]([CH3:31])([CH3:30])[CH3:29], predict the reaction product. (5) Given the reactants [CH:1]1([C:4]2[CH:14]=[C:13](F)[C:12]([O:16][CH2:17][CH3:18])=[CH:11][C:5]=2[C:6]([O:8][CH2:9][CH3:10])=[O:7])[CH2:3][CH2:2]1.Cl.[F:20][C:21]1([F:27])[CH2:26][CH2:25][NH:24][CH2:23][CH2:22]1, predict the reaction product. The product is: [CH:1]1([C:4]2[CH:14]=[C:13]([N:24]3[CH2:25][CH2:26][C:21]([F:27])([F:20])[CH2:22][CH2:23]3)[C:12]([O:16][CH2:17][CH3:18])=[CH:11][C:5]=2[C:6]([O:8][CH2:9][CH3:10])=[O:7])[CH2:3][CH2:2]1. (6) Given the reactants [Cl:1][C:2]1[CH:7]=[CH:6][C:5]([S:8][CH2:9][CH2:10][NH2:11])=[CH:4][CH:3]=1.[CH3:12][O:13][C:14]([CH:16]1[CH2:21][CH2:20][CH:19]([C:22](O)=[O:23])[CH2:18][CH2:17]1)=[O:15].C(Cl)CCl.C1C=NC2N(O)N=NC=2C=1.CCN(CC)CC, predict the reaction product. The product is: [Cl:1][C:2]1[CH:3]=[CH:4][C:5]([S:8][CH2:9][CH2:10][NH:11][C:22]([CH:19]2[CH2:18][CH2:17][CH:16]([C:14]([O:13][CH3:12])=[O:15])[CH2:21][CH2:20]2)=[O:23])=[CH:6][CH:7]=1.